This data is from Full USPTO retrosynthesis dataset with 1.9M reactions from patents (1976-2016). The task is: Predict the reactants needed to synthesize the given product. (1) Given the product [CH3:12][CH:13]([CH3:27])[CH2:14][N:15]1[C:16]2[C:25]3[N:24]=[CH:23][CH:22]=[CH:21][C:20]=3[N:19]=[CH:18][C:17]=2[N:26]=[CH:1]1, predict the reactants needed to synthesize it. The reactants are: [C:1](OC(OCC)OCC)(=O)C.[CH3:12][CH:13]([CH3:27])[CH2:14][NH:15][C:16]1[C:25]2[C:20](=[CH:21][CH:22]=[CH:23][N:24]=2)[N:19]=[CH:18][C:17]=1[NH2:26]. (2) Given the product [CH2:1]([O:8][C:9]1[CH:10]=[C:11]([C:15]2[C:19]([C:20]3[CH:21]=[CH:22][N:23]=[CH:24][CH:25]=3)=[N:18][N:17]3[C:37]([CH:39]4[CH2:44][CH2:43][CH2:42][CH2:41][CH2:40]4)=[C:36]([C:35]([O:34][CH2:32][CH3:33])=[O:45])[N:27]=[N:26][C:16]=23)[CH:12]=[CH:13][CH:14]=1)[C:2]1[CH:7]=[CH:6][CH:5]=[CH:4][CH:3]=1, predict the reactants needed to synthesize it. The reactants are: [CH2:1]([O:8][C:9]1[CH:10]=[C:11]([C:15]2[C:16]([NH2:26])=[N:17][NH:18][C:19]=2[C:20]2[CH:25]=[CH:24][N:23]=[CH:22][CH:21]=2)[CH:12]=[CH:13][CH:14]=1)[C:2]1[CH:7]=[CH:6][CH:5]=[CH:4][CH:3]=1.[N:27]([O-])=O.[Na+].Cl.[CH2:32]([O:34][C:35](=[O:45])[CH2:36][C:37]([CH:39]1[CH2:44][CH2:43][CH2:42][CH2:41][CH2:40]1)=O)[CH3:33].C([O-])(=O)C.[Na+]. (3) Given the product [Br:29]/[CH:5]=[C:6]1/[C:7]2[CH:20]=[CH:19][C:18]([F:21])=[CH:17][C:8]=2[O:9][CH2:10][C:11]2[CH:16]=[CH:15][CH:14]=[CH:13][C:12]/1=2, predict the reactants needed to synthesize it. The reactants are: C(OC(=O)[CH:5]=[C:6]1[C:12]2[CH:13]=[CH:14][CH:15]=[CH:16][C:11]=2[CH2:10][O:9][C:8]2[CH:17]=[C:18]([F:21])[CH:19]=[CH:20][C:7]1=2)C.[OH-].[Li+].C(O)(=O)C.[Br:29]N1C(=O)CCC1=O. (4) Given the product [Cl:1][C:2]1[N:3]=[CH:4][CH:5]=[C:6]2[C:10]([CH2:11][CH2:12][O:13][C:14]3[CH:19]=[CH:18][C:17]([O:20][C:21]([F:22])([F:24])[F:23])=[CH:16][CH:15]=3)=[C:9]([C:41]([O:43][CH2:44][CH3:45])=[O:42])[N:8]([C:25]([O:27][C:28]([CH3:31])([CH3:30])[CH3:29])=[O:26])[C:7]=12, predict the reactants needed to synthesize it. The reactants are: [Cl:1][C:2]1[N:3]=[CH:4][CH:5]=[C:6]2[C:10]([CH2:11][CH2:12][O:13][C:14]3[CH:19]=[CH:18][C:17]([O:20][C:21]([F:24])([F:23])[F:22])=[CH:16][CH:15]=3)=[CH:9][N:8]([C:25]([O:27][C:28]([CH3:31])([CH3:30])[CH3:29])=[O:26])[C:7]=12.[Li+].CC([N-]C(C)C)C.Cl[C:41]([O:43][CH2:44][CH3:45])=[O:42].